Predict the reaction yield, written as a fraction of the theoretical maximum amount of product (1.0 means a 100% yield; for example, 0.34 means a 34% yield). From a dataset of Reaction yield outcomes from USPTO patents with 853,638 reactions. (1) The reactants are [OH:1][CH2:2][C@@H:3]1[C@:12]2([CH3:13])[C@H:7]([C:8]([CH3:15])([CH3:14])[CH2:9][CH2:10][CH2:11]2)[CH2:6][CH2:5][C@@:4]1([CH3:17])[OH:16].CC1C=NC2C(C=1C)=CC=C1C=2N=CC(C)=C1C.C1(C)C=CC=CC=1.I[C:44]1[CH:49]=[C:48]([O:50][CH3:51])[CH:47]=[C:46]([O:52][CH3:53])[CH:45]=1. The catalyst is COCCOCCOC. The product is [CH3:51][O:50][C:48]1[CH:49]=[C:44]([CH:45]=[C:46]([O:52][CH3:53])[CH:47]=1)[O:1][CH2:2][C@@H:3]1[C@:12]2([CH3:13])[C@H:7]([C:8]([CH3:15])([CH3:14])[CH2:9][CH2:10][CH2:11]2)[CH2:6][CH2:5][C@@:4]1([CH3:17])[OH:16]. The yield is 0.700. (2) The reactants are [NH:1]1[CH2:9][CH2:8][CH:4]([C:5]([OH:7])=[O:6])[CH2:3][CH2:2]1.C(=O)([O-])[O-].[Na+].[Na+].[C:16](O[C:16]([O:18][C:19]([CH3:22])([CH3:21])[CH3:20])=[O:17])([O:18][C:19]([CH3:22])([CH3:21])[CH3:20])=[O:17]. The catalyst is O.O1CCOCC1. The product is [C:16]([N:1]1[CH2:9][CH2:8][CH:4]([C:5]([OH:7])=[O:6])[CH2:3][CH2:2]1)([O:18][C:19]([CH3:22])([CH3:21])[CH3:20])=[O:17]. The yield is 0.540. (3) The reactants are C(OC(=O)[NH:10][CH2:11][CH2:12][CH2:13][CH2:14][C@H:15]([NH:27][C:28]([C@H:30]1[CH2:35][CH2:34][CH2:33][N:32]([C:36](=[O:45])[CH2:37][CH2:38][C:39]2[CH:44]=[CH:43][CH:42]=[CH:41][CH:40]=2)[CH2:31]1)=[O:29])[C:16]([C:18]1[S:19][C:20]2[CH:26]=[CH:25][CH:24]=[CH:23][C:21]=2[N:22]=1)=[O:17])C1C=CC=CC=1.Br.CC(O)=O.O. The catalyst is CC(O)=O. The product is [NH2:10][CH2:11][CH2:12][CH2:13][CH2:14][C@H:15]([NH:27][C:28]([C@H:30]1[CH2:35][CH2:34][CH2:33][N:32]([C:36](=[O:45])[CH2:37][CH2:38][C:39]2[CH:40]=[CH:41][CH:42]=[CH:43][CH:44]=2)[CH2:31]1)=[O:29])[C:16]([C:18]1[S:19][C:20]2[CH:26]=[CH:25][CH:24]=[CH:23][C:21]=2[N:22]=1)=[O:17]. The yield is 0.0862. (4) The reactants are [Cl:1][CH2:2][CH2:3][N:4]([CH2:23][CH2:24][Cl:25])[P:5]([N:16]([CH2:20][CH2:21][Cl:22])[CH2:17][CH2:18][Cl:19])(=[O:15])[O:6][CH2:7][CH2:8][S:9]([CH2:12][CH2:13]O)(=[O:11])=[O:10].[CH:26]([N:29](CC)[CH:30](C)[CH3:31])(C)[CH3:27].FC(F)(F)S(OS(C(F)(F)F)(=O)=O)(=O)=O.C(NCC)C. The catalyst is ClCCl.C(OC(C)C)(=O)C. The product is [ClH:1].[Cl:1][CH2:2][CH2:3][N:4]([CH2:23][CH2:24][Cl:25])[P:5]([N:16]([CH2:20][CH2:21][Cl:22])[CH2:17][CH2:18][Cl:19])(=[O:15])[O:6][CH2:7][CH2:8][S:9]([CH2:12][CH2:13][N:29]([CH2:30][CH3:31])[CH2:26][CH3:27])(=[O:11])=[O:10]. The yield is 0.190. (5) The reactants are [CH3:1]/[C:2](/N)=[CH:3]\[C:4]#[N:5].Cl.[CH3:8][C:9]1[CH:14]=[CH:13][CH:12]=[CH:11][C:10]=1[NH:15][NH2:16].[OH-].[Na+]. The catalyst is Cl. The product is [CH3:1][C:2]1[CH:3]=[C:4]([NH2:5])[N:15]([C:10]2[CH:11]=[CH:12][CH:13]=[CH:14][C:9]=2[CH3:8])[N:16]=1. The yield is 0.870. (6) The reactants are CO[C:3](=[O:23])[C:4]([C:9]1[CH:14]=[CH:13][C:12]([O:15][CH2:16][C:17]2[CH:22]=[CH:21][CH:20]=[CH:19][CH:18]=2)=[CH:11][CH:10]=1)=[CH:5][N:6]([CH3:8])C.[NH2:24][C:25]1[NH:29][N:28]=[CH:27][C:26]=1C#N. The catalyst is C(O)(=O)C.C(OCC)(=O)C.CCCCCC. The product is [CH2:16]([O:15][C:12]1[CH:11]=[CH:10][C:9]([C:4]2[C:3](=[O:23])[N:29]3[N:28]=[CH:27][C:26]([C:25]#[N:24])=[C:8]3[NH:6][CH:5]=2)=[CH:14][CH:13]=1)[C:17]1[CH:18]=[CH:19][CH:20]=[CH:21][CH:22]=1. The yield is 0.650. (7) The reactants are [F:1][C:2]1[CH:9]=[CH:8][CH:7]=[CH:6][C:3]=1[CH2:4]Br.[NH2:10][C:11]1[S:12][C:13]2[C:18]([NH:19][C@H:20]([CH3:23])[CH2:21][OH:22])=[N:17][C:16]([SH:24])=[N:15][C:14]=2[N:25]=1.C(N(C(C)C)CC)(C)C. The catalyst is CS(C)=O.CN1CCCC1=O. The product is [NH2:10][C:11]1[S:12][C:13]2[C:18]([NH:19][C@H:20]([CH3:23])[CH2:21][OH:22])=[N:17][C:16]([S:24][CH2:4][C:3]3[CH:6]=[CH:7][CH:8]=[CH:9][C:2]=3[F:1])=[N:15][C:14]=2[N:25]=1. The yield is 0.350. (8) The reactants are Br[C:2]1[CH:7]=[CH:6][C:5]([C:8]2[N:9]=[C:10]([C@@H:13]3[CH2:17][C@H:16]([CH3:18])[CH2:15][N:14]3[C:19]([O:21][C:22]([CH3:25])([CH3:24])[CH3:23])=[O:20])[NH:11][CH:12]=2)=[CH:4][CH:3]=1.[Cl:26][C:27]1[C:28]([NH:41][C:42](=[O:62])[C:43]2[CH:48]=[CH:47][C:46]([N:49]3[CH2:54][CH2:53][N:52]([C:55](=[O:60])[C:56]([CH3:59])([CH3:58])[CH3:57])[CH2:51][C@H:50]3[CH3:61])=[N:45][CH:44]=2)=[CH:29][C:30]([O:36][C:37]([F:40])([F:39])[F:38])=[C:31](B(O)O)[CH:32]=1.C(=O)(O)[O-].[Na+].CC1CCCO1. The catalyst is CC(P(C(C)(C)C)C1C=CC(N(C)C)=CC=1)(C)C.CC(P(C(C)(C)C)C1C=CC(N(C)C)=CC=1)(C)C.Cl[Pd]Cl.CCOC(C)=O.O. The product is [Cl:26][C:27]1[C:28]([NH:41][C:42](=[O:62])[C:43]2[CH:48]=[CH:47][C:46]([N:49]3[CH2:54][CH2:53][N:52]([C:55](=[O:60])[C:56]([CH3:59])([CH3:58])[CH3:57])[CH2:51][C@H:50]3[CH3:61])=[N:45][CH:44]=2)=[CH:29][C:30]([O:36][C:37]([F:40])([F:39])[F:38])=[C:31]([C:2]2[CH:3]=[CH:4][C:5]([C:8]3[N:9]=[C:10]([C@@H:13]4[CH2:17][C@H:16]([CH3:18])[CH2:15][N:14]4[C:19]([O:21][C:22]([CH3:23])([CH3:25])[CH3:24])=[O:20])[NH:11][CH:12]=3)=[CH:6][CH:7]=2)[CH:32]=1. The yield is 0.930. (9) The reactants are [Cl:1][C:2]([Cl:18])([Cl:17])[CH2:3][O:4][C:5]([NH:7][C:8]1[CH:9]=[C:10]([CH:14]=[CH:15][CH:16]=1)[C:11](O)=[O:12])=[O:6].S(Cl)([Cl:21])=O. The catalyst is C1(C)C=CC=CC=1. The product is [Cl:1][C:2]([Cl:18])([Cl:17])[CH2:3][O:4][C:5]([NH:7][C:8]1[CH:9]=[C:10]([CH:14]=[CH:15][CH:16]=1)[C:11]([Cl:21])=[O:12])=[O:6]. The yield is 0.950.